Task: Predict the product of the given reaction.. Dataset: Forward reaction prediction with 1.9M reactions from USPTO patents (1976-2016) (1) Given the reactants [C:1]([C@H:5]1[CH2:10][CH2:9][C@H:8](OC2C=C3C(=CC=2)N=C(C)C=C3C(F)(F)F)[CH2:7][CH2:6]1)([CH3:4])([CH3:3])[CH3:2].[Br:27][C:28]1[CH:29]=[C:30]2[C:35](=[CH:36][CH:37]=1)[N:34]=[C:33]([OH:38])[CH:32]=[CH:31]2.O=O, predict the reaction product. The product is: [Br:27][C:28]1[CH:29]=[C:30]2[C:35](=[CH:36][CH:37]=1)[N:34]=[C:33]([O:38][CH:8]1[CH2:9][CH2:10][CH:5]([C:1]([CH3:4])([CH3:3])[CH3:2])[CH2:6][CH2:7]1)[CH:32]=[CH:31]2. (2) Given the reactants [CH3:1][C:2]1[CH:7]=[CH:6][C:5]([CH:8]([NH2:10])[CH3:9])=[CH:4][CH:3]=1.[CH:11](=O)[C:12]1[CH:17]=[CH:16][CH:15]=[CH:14][CH:13]=1.[H][H], predict the reaction product. The product is: [CH2:11]([NH:10][CH:8]([C:5]1[CH:6]=[CH:7][C:2]([CH3:1])=[CH:3][CH:4]=1)[CH3:9])[C:12]1[CH:17]=[CH:16][CH:15]=[CH:14][CH:13]=1. (3) Given the reactants [NH2:1][C:2](=[O:34])[CH:3]([OH:33])[CH:4]([NH:12][C:13](=[O:32])[C:14]1[CH:19]=[CH:18][CH:17]=[N:16][C:15]=1[N:20]1[CH:24]=[CH:23][C:22]([CH2:25][N:26]2[CH2:31][CH2:30][O:29][CH2:28][CH2:27]2)=[N:21]1)[CH2:5][C:6]1[CH:11]=[CH:10][CH:9]=[CH:8][CH:7]=1.CS(C)=O.ClC(Cl)C(O)=O.C([O-])(O)=O.[Na+], predict the reaction product. The product is: [NH2:1][C:2](=[O:34])[C:3](=[O:33])[CH:4]([NH:12][C:13](=[O:32])[C:14]1[CH:19]=[CH:18][CH:17]=[N:16][C:15]=1[N:20]1[CH:24]=[CH:23][C:22]([CH2:25][N:26]2[CH2:27][CH2:28][O:29][CH2:30][CH2:31]2)=[N:21]1)[CH2:5][C:6]1[CH:11]=[CH:10][CH:9]=[CH:8][CH:7]=1. (4) Given the reactants [Br:1][C:2]1[N:3]=[C:4]([CH:7]([C:9]2[CH:14]=[C:13]([CH2:15][CH3:16])[CH:12]=[C:11]([O:17][Si](C(C)(C)C)(C)C)[C:10]=2[F:25])[OH:8])[NH:5][CH:6]=1.CCCC[N+](CCCC)(CCCC)CCCC.[F-], predict the reaction product. The product is: [Br:1][C:2]1[N:3]=[C:4]([CH:7]([OH:8])[C:9]2[C:10]([F:25])=[C:11]([OH:17])[CH:12]=[C:13]([CH2:15][CH3:16])[CH:14]=2)[NH:5][CH:6]=1. (5) Given the reactants [S:1]1[CH:5]=[CH:4][CH:3]=[C:2]1[C:6]1[C:7](=[O:16])[NH:8][C:9]2[C:14]([N:15]=1)=[CH:13][CH:12]=[CH:11][CH:10]=2.[C:17]1(N)[CH:22]=[CH:21][CH:20]=CC=1N.S1C=CC=C1C(=O)C(OCC)=O.BrCC1CCC1.C(=O)([O-])[O-].[K+].[K+], predict the reaction product. The product is: [CH:20]1([O:16][C:7]2[C:6]([C:2]3[S:1][CH:5]=[CH:4][CH:3]=3)=[N:15][C:14]3[C:9](=[CH:10][CH:11]=[CH:12][CH:13]=3)[N:8]=2)[CH2:21][CH2:22][CH2:17]1. (6) Given the reactants C[O:2][C:3](=[O:45])[CH2:4][C@@H:5]1[C@H:7]([C:8]([O:10][C@H:11]2[CH2:28][CH2:27][C@@:26]3([CH3:29])[C@@H:13]([CH2:14][CH2:15][C@:16]4([CH3:40])[C@@H:25]3[CH2:24][CH2:23][C@H:22]3[C@@:17]4([CH3:39])[CH2:18][CH2:19][C@@:20]4([C:36]([OH:38])=[O:37])[CH2:32][CH2:31][C@@H:30]([C:33]([CH3:35])=[CH2:34])[C@@H:21]43)[C:12]2([CH3:42])[CH3:41])=[O:9])[C:6]1([CH3:44])[CH3:43].O.[OH-].[Li+], predict the reaction product. The product is: [C:3]([CH2:4][C@@H:5]1[C@H:7]([C:8]([O:10][C@H:11]2[CH2:28][CH2:27][C@@:26]3([CH3:29])[C@@H:13]([CH2:14][CH2:15][C@:16]4([CH3:40])[C@@H:25]3[CH2:24][CH2:23][C@H:22]3[C@@:17]4([CH3:39])[CH2:18][CH2:19][C@@:20]4([C:36]([OH:38])=[O:37])[CH2:32][CH2:31][C@@H:30]([C:33]([CH3:35])=[CH2:34])[C@@H:21]43)[C:12]2([CH3:42])[CH3:41])=[O:9])[C:6]1([CH3:44])[CH3:43])([OH:45])=[O:2].